From a dataset of Reaction yield outcomes from USPTO patents with 853,638 reactions. Predict the reaction yield, written as a fraction of the theoretical maximum amount of product (1.0 means a 100% yield; for example, 0.34 means a 34% yield). (1) The product is [CH3:31][C:30]1[CH:29]=[CH:28][N:27]=[CH:26][C:25]=1[N:22]1[CH2:23][CH2:24][N:20]([C:10]2[CH:9]=[C:8]3[C:13]([C:14]([C:15]([F:18])([F:17])[F:16])=[N:5][NH:6]3)=[CH:12][CH:11]=2)[C:21]1=[O:32]. The yield is 0.235. The catalyst is C1COCC1.C(Cl)(Cl)Cl. The reactants are C(O)(=O)C.[NH2:5][NH2:6].F[C:8]1[CH:9]=[C:10]([N:20]2[CH2:24][CH2:23][N:22]([C:25]3[CH:26]=[N:27][CH:28]=[CH:29][C:30]=3[CH3:31])[C:21]2=[O:32])[CH:11]=[CH:12][C:13]=1[C:14](=O)[C:15]([F:18])([F:17])[F:16].CO. (2) The reactants are [OH-:1].[Li+].OO.[O-]O.[Li+].C([C@@H]1COC(=O)N1[C:21](=[O:40])[C@@H:22]([C:29]1[CH:34]=[CH:33][C:32]([S:35]([CH3:38])(=[O:37])=[O:36])=[C:31]([Cl:39])[CH:30]=1)[CH2:23][CH:24]1[CH2:28][CH2:27][CH2:26][CH2:25]1)C1C=CC=CC=1. The catalyst is O. The product is [Cl:39][C:31]1[CH:30]=[C:29]([C@@H:22]([CH2:23][CH:24]2[CH2:25][CH2:26][CH2:27][CH2:28]2)[C:21]([OH:40])=[O:1])[CH:34]=[CH:33][C:32]=1[S:35]([CH3:38])(=[O:36])=[O:37]. The yield is 0.850.